From a dataset of Forward reaction prediction with 1.9M reactions from USPTO patents (1976-2016). Predict the product of the given reaction. Given the reactants [CH3:1][O:2][C:3](=[O:20])[CH2:4][CH2:5][CH2:6][CH2:7][C:8]1[O:9][CH:10]=[C:11]([C:13]2[CH:18]=[CH:17][CH:16]=[CH:15][C:14]=2[NH2:19])[N:12]=1.C(N(CC)CC)C.[C:28](Cl)(=[O:30])[CH3:29], predict the reaction product. The product is: [CH3:1][O:2][C:3](=[O:20])[CH2:4][CH2:5][CH2:6][CH2:7][C:8]1[O:9][CH:10]=[C:11]([C:13]2[CH:18]=[CH:17][CH:16]=[CH:15][C:14]=2[NH:19][C:28](=[O:30])[CH3:29])[N:12]=1.